Dataset: Catalyst prediction with 721,799 reactions and 888 catalyst types from USPTO. Task: Predict which catalyst facilitates the given reaction. (1) Reactant: [CH:1]1([CH2:6][C@H:7]([CH2:25][N:26]([CH:35]=[O:36])[O:27]CC2C=CC=CC=2)[C:8]([N:10]2[C@H:14]([C:15]([NH:17][C:18]3[CH:23]=[CH:22][N:21]=[CH:20][N:19]=3)=[O:16])[CH2:13][CH2:12][N:11]2[CH3:24])=[O:9])[CH2:5][CH2:4][CH2:3][CH2:2]1. Product: [CH:1]1([CH2:6][C@H:7]([CH2:25][N:26]([CH:35]=[O:36])[OH:27])[C:8]([N:10]2[C@H:14]([C:15]([NH:17][C:18]3[CH:23]=[CH:22][N:21]=[CH:20][N:19]=3)=[O:16])[CH2:13][CH2:12][N:11]2[CH3:24])=[O:9])[CH2:2][CH2:3][CH2:4][CH2:5]1. The catalyst class is: 105. (2) Reactant: [C:1]1([CH:7]2[C:16]3[C:11]4=[C:12]([CH:21]([C:24]5[CH:29]=[CH:28][CH:27]=[CH:26][CH:25]=5)[CH2:22][CH2:23][N:10]4[CH2:9][CH2:8]2)[CH:13]=[C:14]([CH2:17][C:18]([OH:20])=O)[CH:15]=3)[CH:6]=[CH:5][CH:4]=[CH:3][CH:2]=1.[CH2:30]([NH2:32])[CH3:31].CCN=C=NCCCN(C)C.Cl.C1C=CC2N(O)N=NC=2C=1. Product: [CH2:30]([NH:32][C:18](=[O:20])[CH2:17][C:14]1[CH:13]=[C:12]2[C:11]3=[C:16]([CH:7]([C:1]4[CH:6]=[CH:5][CH:4]=[CH:3][CH:2]=4)[CH2:8][CH2:9][N:10]3[CH2:23][CH2:22][CH:21]2[C:24]2[CH:25]=[CH:26][CH:27]=[CH:28][CH:29]=2)[CH:15]=1)[CH3:31]. The catalyst class is: 4. (3) Reactant: C(OC(=O)[NH:6][C:7]1([C:10]2[CH:15]=[CH:14][C:13]([C:16]([NH:27][C:28]3[CH:33]=[CH:32][C:31]([C:34]4[N:35]=[CH:36][N:37]([CH3:39])[CH:38]=4)=[CH:30][CH:29]=3)=[C:17]3[C:21]4[CH:22]=[CH:23][CH:24]=[CH:25][C:20]=4[O:19][C:18]3=[O:26])=[CH:12][CH:11]=2)[CH2:9][CH2:8]1)C=C.O=O.C(NCC)C. Product: [NH2:6][C:7]1([C:10]2[CH:15]=[CH:14][C:13]([C:16]([NH:27][C:28]3[CH:33]=[CH:32][C:31]([C:34]4[N:35]=[CH:36][N:37]([CH3:39])[CH:38]=4)=[CH:30][CH:29]=3)=[C:17]3[C:21]4[CH:22]=[CH:23][CH:24]=[CH:25][C:20]=4[O:19][C:18]3=[O:26])=[CH:12][CH:11]=2)[CH2:8][CH2:9]1. The catalyst class is: 668. (4) Reactant: [Cl:1][C:2]1[CH:10]=[CH:9][CH:8]=[C:7]2[C:3]=1[CH:4]=[CH:5][NH:6]2.[H-].[Na+].Br[CH2:14][CH2:15][O:16][CH3:17].[Na+].[I-]. Product: [Cl:1][C:2]1[CH:10]=[CH:9][CH:8]=[C:7]2[C:3]=1[CH:4]=[CH:5][N:6]2[CH2:14][CH2:15][O:16][CH3:17]. The catalyst class is: 3. (5) The catalyst class is: 3. Reactant: [NH2:1][C:2]1[CH:7]=[CH:6][C:5]([C:8]2[C:16]3[C:11](=[N:12][CH:13]=[N:14][C:15]=3[NH2:17])[O:10][N:9]=2)=[CH:4][CH:3]=1.N1C=CC=CC=1.[CH3:24][C:25]1[CH:26]=[C:27]([N:31]=[C:32]=[O:33])[CH:28]=[CH:29][CH:30]=1. Product: [NH2:17][C:15]1[N:14]=[CH:13][N:12]=[C:11]2[O:10][N:9]=[C:8]([C:5]3[CH:6]=[CH:7][C:2]([NH:1][C:32]([NH:31][C:27]4[CH:28]=[CH:29][CH:30]=[C:25]([CH3:24])[CH:26]=4)=[O:33])=[CH:3][CH:4]=3)[C:16]=12. (6) Reactant: [C:1]([O:5][C:6](=[O:9])[NH:7][NH2:8])([CH3:4])([CH3:3])[CH3:2].[CH3:10][O:11][CH2:12][CH2:13][CH2:14][C:15](O)=[O:16].Cl.C(N=C=NCCCN(C)C)C. The catalyst class is: 17. Product: [C:1]([O:5][C:6]([NH:7][NH:8][C:15](=[O:16])[CH2:14][CH2:13][CH2:12][O:11][CH3:10])=[O:9])([CH3:4])([CH3:3])[CH3:2]. (7) Reactant: [CH:1]([Si:4]([CH:21]([CH3:23])[CH3:22])([CH:18]([CH3:20])[CH3:19])[N:5]1[C:13]2[C:8](=[CH:9][CH:10]=[C:11]([S:14]([Cl:17])(=[O:16])=[O:15])[CH:12]=2)[CH:7]=[CH:6]1)([CH3:3])[CH3:2].C1C(=O)N([Br:31])C(=O)C1. Product: [Br:31][C:7]1[C:8]2[C:13](=[CH:12][C:11]([S:14]([Cl:17])(=[O:15])=[O:16])=[CH:10][CH:9]=2)[N:5]([Si:4]([CH:1]([CH3:3])[CH3:2])([CH:18]([CH3:20])[CH3:19])[CH:21]([CH3:23])[CH3:22])[CH:6]=1. The catalyst class is: 2.